From a dataset of Forward reaction prediction with 1.9M reactions from USPTO patents (1976-2016). Predict the product of the given reaction. (1) Given the reactants [Cl:1]N1C(=O)CCC1=O.[OH:9][C:10]1[CH:15]=[CH:14][C:13]([C:16]2[N:21]=[C:20]([C:22]#[N:23])[C:19]3[N:24]=[CH:25][N:26]([CH3:27])[C:18]=3[CH:17]=2)=[CH:12][C:11]=1[C:28]([F:31])([F:30])[F:29].C(OCC)(=O)C.O, predict the reaction product. The product is: [Cl:1][C:15]1[CH:14]=[C:13]([C:16]2[N:21]=[C:20]([C:22]#[N:23])[C:19]3[N:24]=[CH:25][N:26]([CH3:27])[C:18]=3[CH:17]=2)[CH:12]=[C:11]([C:28]([F:31])([F:30])[F:29])[C:10]=1[OH:9]. (2) Given the reactants [CH3:1][O:2][C:3]1[C:13]2[CH2:12][C:11](=O)[CH2:10][CH2:9][CH2:8][C:7]=2[CH:6]=[CH:5][CH:4]=1.[CH2:15]([NH2:22])[C:16]1[CH:21]=[CH:20][CH:19]=[CH:18][CH:17]=1.O.C1(C)C=CC(S(O)(=O)=O)=CC=1, predict the reaction product. The product is: [CH2:15]([NH:22][CH:11]1[CH2:10][CH2:9][CH2:8][C:7]2[CH:6]=[CH:5][CH:4]=[C:3]([O:2][CH3:1])[C:13]=2[CH2:12]1)[C:16]1[CH:21]=[CH:20][CH:19]=[CH:18][CH:17]=1. (3) The product is: [Cl:34][C:30]1[C:29]([F:35])=[C:28]([NH:27][C:18]2[C:17]3[C:22](=[CH:23][C:24]([O:25][CH3:26])=[C:15]([O:14][C@H:11]4[CH2:12][CH2:13][N:8]([C:6]([O:5][C:1]([CH3:4])([CH3:3])[CH3:2])=[O:7])[C@H:9]([C:36]([NH:40][CH3:39])=[O:38])[CH2:10]4)[CH:16]=3)[N:21]=[CH:20][N:19]=2)[CH:33]=[CH:32][CH:31]=1. Given the reactants [C:1]([O:5][C:6]([N:8]1[CH2:13][CH2:12][C@H:11]([O:14][C:15]2[CH:16]=[C:17]3[C:22](=[CH:23][C:24]=2[O:25][CH3:26])[N:21]=[CH:20][N:19]=[C:18]3[NH:27][C:28]2[CH:33]=[CH:32][CH:31]=[C:30]([Cl:34])[C:29]=2[F:35])[CH2:10][C@H:9]1[C:36]([OH:38])=O)=[O:7])([CH3:4])([CH3:3])[CH3:2].[CH3:39][N:40]1CCOCC1.CN, predict the reaction product. (4) The product is: [ClH:25].[NH:8]1[CH2:9][CH2:10][CH:11]([NH:14][C:15]2[O:16][C:17]3[CH:23]=[CH:22][C:21]([OH:24])=[CH:20][C:18]=3[N:19]=2)[CH2:12][CH2:13]1. Given the reactants C(OC([N:8]1[CH2:13][CH2:12][CH:11]([NH:14][C:15]2[O:16][C:17]3[CH:23]=[CH:22][C:21]([OH:24])=[CH:20][C:18]=3[N:19]=2)[CH2:10][CH2:9]1)=O)(C)(C)C.[ClH:25].O1CCOCC1, predict the reaction product. (5) Given the reactants Cl[C:2]1[C:11]2[C:6](=[CH:7][C:8]([O:14][CH2:15][CH2:16][CH2:17][N:18]3[CH2:23][CH2:22][O:21][CH2:20][CH2:19]3)=[C:9]([O:12][CH3:13])[CH:10]=2)[N:5]=[CH:4][N:3]=1.C(=O)([O-])[O-].[K+].[K+].[OH:30][C:31]1[CH:40]=[CH:39][CH:38]=[C:37]2[C:32]=1[CH:33]=[CH:34][CH:35]=[N:36]2.[OH-].[Na+], predict the reaction product. The product is: [CH3:13][O:12][C:9]1[CH:10]=[C:11]2[C:6](=[CH:7][C:8]=1[O:14][CH2:15][CH2:16][CH2:17][N:18]1[CH2:23][CH2:22][O:21][CH2:20][CH2:19]1)[N:5]=[CH:4][N:3]=[C:2]2[O:30][C:31]1[CH:40]=[CH:39][CH:38]=[C:37]2[C:32]=1[CH:33]=[CH:34][CH:35]=[N:36]2. (6) Given the reactants [CH:1]1([CH2:7][N:8]2[C:12]([CH2:13][CH2:14][N:15]3[CH2:20][CH2:19][N:18]([C:21]4[CH:26]=[CH:25][CH:24]=[C:23]([N+:27]([O-])=O)[CH:22]=4)[CH2:17][CH2:16]3)=[N:11][NH:10][C:9]2=[O:30])[CH2:6][CH2:5][CH2:4][CH2:3][CH2:2]1, predict the reaction product. The product is: [NH2:27][C:23]1[CH:22]=[C:21]([N:18]2[CH2:17][CH2:16][N:15]([CH2:14][CH2:13][C:12]3[N:8]([CH2:7][CH:1]4[CH2:6][CH2:5][CH2:4][CH2:3][CH2:2]4)[C:9](=[O:30])[NH:10][N:11]=3)[CH2:20][CH2:19]2)[CH:26]=[CH:25][CH:24]=1. (7) Given the reactants [CH3:1][C:2](=[O:8])[CH2:3][CH2:4][CH2:5][CH2:6][CH3:7].C[Si](C)([O:11][C:12](=[O:14])[CH3:13])[O:11][C:12](=[O:14])[CH3:13], predict the reaction product. The product is: [CH3:1][C:2](=[O:8])[CH2:3][CH2:4][CH2:5][CH2:6][CH3:7].[C:12]([OH:14])(=[O:11])[CH3:13].